Dataset: Forward reaction prediction with 1.9M reactions from USPTO patents (1976-2016). Task: Predict the product of the given reaction. (1) Given the reactants [Cl:1][C:2]1[CH:32]=[CH:31][C:5]([CH2:6][O:7][C:8]2[CH:17]=[C:16]3[C:11]([CH:12]=[C:13]([CH2:18][CH:19]([S:24][C:25]4[CH:30]=[CH:29][CH:28]=[CH:27][CH:26]=4)[C:20]([O:22]C)=[O:21])[CH:14]=[N:15]3)=[CH:10][CH:9]=2)=[CH:4][CH:3]=1.[OH-].[Na+].Cl, predict the reaction product. The product is: [Cl:1][C:2]1[CH:3]=[CH:4][C:5]([CH2:6][O:7][C:8]2[CH:17]=[C:16]3[C:11]([CH:12]=[C:13]([CH2:18][CH:19]([S:24][C:25]4[CH:30]=[CH:29][CH:28]=[CH:27][CH:26]=4)[C:20]([OH:22])=[O:21])[CH:14]=[N:15]3)=[CH:10][CH:9]=2)=[CH:31][CH:32]=1. (2) Given the reactants [Li]CCCC.[CH3:6][N:7]1[CH:11]=[CH:10][N:9]=[CH:8]1.Cl[Si](CC)(CC)CC.[Cl:20][C:21]1[CH:48]=[CH:47][C:24]([C:25]([C:27]2[CH:28]=[CH:29][C:30]3[N:36]([CH3:37])[C:35](=[O:38])[CH2:34][NH:33][CH:32]([C:39]4[CH:44]=[CH:43][CH:42]=[C:41]([Cl:45])[CH:40]=4)[C:31]=3[CH:46]=2)=[O:26])=[CH:23][CH:22]=1, predict the reaction product. The product is: [Cl:45][C:41]1[CH:40]=[C:39]([CH:32]2[C:31]3[CH:46]=[C:27]([C:25]([C:24]4[CH:47]=[CH:48][C:21]([Cl:20])=[CH:22][CH:23]=4)([OH:26])[C:11]4[N:7]([CH3:6])[CH:8]=[N:9][CH:10]=4)[CH:28]=[CH:29][C:30]=3[N:36]([CH3:37])[C:35](=[O:38])[CH2:34][NH:33]2)[CH:44]=[CH:43][CH:42]=1. (3) Given the reactants F[CH:2]([C:24]1[CH:29]=[CH:28][CH:27]=[C:26]([C:30]2[NH:34][N:33]=[N:32][N:31]=2)[CH:25]=1)[C:3]1[CH:23]=[CH:22][C:6]([CH2:7][O:8][C:9]2[CH:14]=[CH:13][C:12]([C:15](=[O:17])[CH3:16])=[C:11]([OH:18])[C:10]=2[CH2:19][CH2:20][CH3:21])=[CH:5][CH:4]=1.C(C1C=CC(OCC2C=CC(CC3C=C(C=CC=3)C#N)=CC=2)=C(CCC)C=1O)(=O)C, predict the reaction product. The product is: [OH:18][C:11]1[C:10]([CH2:19][CH2:20][CH3:21])=[C:9]([O:8][CH2:7][C:6]2[CH:5]=[CH:4][C:3]([CH2:2][C:24]3[CH:29]=[CH:28][CH:27]=[C:26]([C:30]4[NH:34][N:33]=[N:32][N:31]=4)[CH:25]=3)=[CH:23][CH:22]=2)[CH:14]=[CH:13][C:12]=1[C:15](=[O:17])[CH3:16]. (4) Given the reactants [F:1][C:2]1[CH:7]=[CH:6][C:5]([S:8](Cl)(=[O:10])=[O:9])=[CH:4][CH:3]=1.[NH2:12][C:13]1[CH:18]=[CH:17][C:16]([C:19](=[O:21])[CH3:20])=[CH:15][CH:14]=1, predict the reaction product. The product is: [C:19]([C:16]1[CH:17]=[CH:18][C:13]([NH:12][S:8]([C:5]2[CH:6]=[CH:7][C:2]([F:1])=[CH:3][CH:4]=2)(=[O:10])=[O:9])=[CH:14][CH:15]=1)(=[O:21])[CH3:20].